From a dataset of Reaction yield outcomes from USPTO patents with 853,638 reactions. Predict the reaction yield, written as a fraction of the theoretical maximum amount of product (1.0 means a 100% yield; for example, 0.34 means a 34% yield). The reactants are [N+:1]([C:4]1[CH:5]=[C:6]([C:10]2[N:11]=[N:12][NH:13][N:14]=2)[CH:7]=[CH:8][CH:9]=1)([O-:3])=[O:2].I[CH:16]([CH3:18])[CH3:17].C(=O)([O-])[O-].[K+].[K+].C(OCC)(=O)C. The catalyst is CN(C=O)C. The product is [CH:16]([N:12]1[N:13]=[N:14][C:10]([C:6]2[CH:7]=[CH:8][CH:9]=[C:4]([N+:1]([O-:3])=[O:2])[CH:5]=2)=[N:11]1)([CH3:18])[CH3:17]. The yield is 0.820.